Dataset: Reaction yield outcomes from USPTO patents with 853,638 reactions. Task: Predict the reaction yield, written as a fraction of the theoretical maximum amount of product (1.0 means a 100% yield; for example, 0.34 means a 34% yield). (1) The reactants are [Cl:1][C:2]1[S:6][C:5]([S:7]([NH2:10])(=[O:9])=[O:8])=[CH:4][CH:3]=1.[OH-:11].[Na+].[N+:13]([C:16]1[CH:24]=[CH:23][C:19]([C:20](Cl)=[O:21])=[CH:18][CH:17]=1)([O-])=O.Cl.C[C:27]([CH3:29])=[O:28]. No catalyst specified. The product is [O:11]=[C:19]1[C:18]2[CH:17]=[CH:16][CH:24]=[CH:23][C:29]=2[C:27](=[O:28])[N:13]1[C:16]1[CH:24]=[CH:23][C:19]([C:20]([NH:10][S:7]([C:5]2[S:6][C:2]([Cl:1])=[CH:3][CH:4]=2)(=[O:9])=[O:8])=[O:21])=[CH:18][CH:17]=1. The yield is 0.810. (2) The reactants are [CH3:1][C:2]1[CH:11]=[CH:10][CH:9]=[C:8]2[C:3]=1[C:4](=[O:46])[N:5]([C:32]1[CH:33]=[C:34](OS(C(F)(F)F)(=O)=O)[CH:35]=[CH:36][CH:37]=1)[C:6]([CH:12]([NH:14][C:15]1[N:23]=[CH:22][N:21]=[C:20]3[C:16]=1[N:17]=[CH:18][N:19]3[CH2:24][O:25][CH2:26][CH2:27][Si:28]([CH3:31])([CH3:30])[CH3:29])[CH3:13])=[N:7]2.C(N(CC)CC)C.[CH3:54][Si:55]([C:58]#[CH:59])([CH3:57])[CH3:56]. The catalyst is Cl[Pd](Cl)([P](C1C=CC=CC=1)(C1C=CC=CC=1)C1C=CC=CC=1)[P](C1C=CC=CC=1)(C1C=CC=CC=1)C1C=CC=CC=1.CN(C=O)C. The product is [CH3:1][C:2]1[CH:11]=[CH:10][CH:9]=[C:8]2[C:3]=1[C:4](=[O:46])[N:5]([C:32]1[CH:37]=[CH:36][CH:35]=[C:34]([C:59]#[C:58][Si:55]([CH3:57])([CH3:56])[CH3:54])[CH:33]=1)[C:6]([CH:12]([NH:14][C:15]1[N:23]=[CH:22][N:21]=[C:20]3[C:16]=1[N:17]=[CH:18][N:19]3[CH2:24][O:25][CH2:26][CH2:27][Si:28]([CH3:29])([CH3:31])[CH3:30])[CH3:13])=[N:7]2. The yield is 0.630. (3) The reactants are [C:1]1([P:7]([C:14]2[CH:19]=[CH:18][CH:17]=[CH:16][CH:15]=2)[C:8]2[CH:13]=[CH:12][CH:11]=[CH:10][CH:9]=2)[CH:6]=[CH:5][CH:4]=[CH:3][CH:2]=1.[Br:20][CH2:21][C:22]1[CH:23]=[C:24]([O:32][CH3:33])[C:25]([O:30][CH3:31])=[C:26]([O:28][CH3:29])[CH:27]=1. The catalyst is C1COCC1. The product is [Br-:20].[CH3:33][O:32][C:24]1[CH:23]=[C:22]([CH:27]=[C:26]([O:28][CH3:29])[C:25]=1[O:30][CH3:31])[CH2:21][P+:7]([C:1]1[CH:2]=[CH:3][CH:4]=[CH:5][CH:6]=1)([C:8]1[CH:13]=[CH:12][CH:11]=[CH:10][CH:9]=1)[C:14]1[CH:15]=[CH:16][CH:17]=[CH:18][CH:19]=1. The yield is 0.964. (4) The reactants are [OH:1][C@H:2]1[CH2:6][N:5]([C:7]([O:9][C:10]([CH3:13])([CH3:12])[CH3:11])=[O:8])[C@H:4]([C:14]([O:16][CH3:17])=[O:15])[CH2:3]1.[C:18]([N:25]1[CH:29]=[CH:28]N=[CH:26]1)(N1C=CN=C1)=[O:19].[CH:30]([C:32]1C=[CH:39][CH:38]=[C:37]2[C:33]=1CNC2)=[CH2:31].S(=O)(=O)(O)[O-].[K+]. The catalyst is CN(C=O)C.O. The product is [CH:38]([C:37]1[CH:33]=[CH:32][CH:30]=[C:31]2[C:28]=1[CH2:29][N:25]([C:18]([O:1][C@H:2]1[CH2:6][N:5]([C:7]([O:9][C:10]([CH3:11])([CH3:12])[CH3:13])=[O:8])[C@H:4]([C:14]([O:16][CH3:17])=[O:15])[CH2:3]1)=[O:19])[CH2:26]2)=[CH2:39]. The yield is 0.810. (5) The reactants are C[O:2][C:3]([C:5]1([CH2:11][CH2:12][CH2:13][NH:14][C:15]2[CH:20]=[CH:19][C:18]([Br:21])=[CH:17][C:16]=2[CH3:22])[CH2:10][CH2:9][O:8][CH2:7][CH2:6]1)=O.[H-].[Na+].CO.[Sn]. The catalyst is C1COCC1.C(Cl)Cl.C(OCC)(=O)C. The product is [Br:21][C:18]1[CH:19]=[CH:20][C:15]([N:14]2[CH2:13][CH2:12][CH2:11][C:5]3([CH2:10][CH2:9][O:8][CH2:7][CH2:6]3)[C:3]2=[O:2])=[C:16]([CH3:22])[CH:17]=1. The yield is 0.950. (6) The reactants are I.[NH2:2][CH2:3][CH:4]1[CH2:9][CH2:8][CH2:7][CH:6]([N:10]2[C:19]3[C:14](=[CH:15][CH:16]=[CH:17][N:18]=3)[C:13]3=[N:20][O:21][C:22]([CH3:23])=[C:12]3[C:11]2=[O:24])[CH2:5]1.[C:25](O)(=[O:32])[C:26]1[CH:31]=[CH:30][CH:29]=[CH:28][CH:27]=1.Cl.CN(C)CCCN=C=NCC.ON1C2N=CC=CC=2N=N1.C(N(CC)C(C)C)(C)C. The catalyst is CN(C)C=O. The product is [CH3:23][C:22]1[O:21][N:20]=[C:13]2[C:14]3[C:19](=[N:18][CH:17]=[CH:16][CH:15]=3)[N:10]([CH:6]3[CH2:7][CH2:8][CH2:9][CH:4]([CH2:3][NH:2][C:25](=[O:32])[C:26]4[CH:31]=[CH:30][CH:29]=[CH:28][CH:27]=4)[CH2:5]3)[C:11](=[O:24])[C:12]=12. The yield is 0.750. (7) The reactants are C([O:8][C:9]1[CH:14]=[C:13]([O:15]CC2C=CC=CC=2)[C:12]([C:23]([CH3:25])=[CH2:24])=[CH:11][C:10]=1[C:26]([N:28]1[CH2:36][C:35]2[C:30](=[CH:31][CH:32]=[CH:33][C:34]=2[O:37][CH2:38][CH2:39][O:40][CH2:41][CH2:42][O:43][CH3:44])[CH2:29]1)=[O:27])C1C=CC=CC=1. The catalyst is CO.[Pd]. The product is [OH:8][C:9]1[CH:14]=[C:13]([OH:15])[C:12]([CH:23]([CH3:25])[CH3:24])=[CH:11][C:10]=1[C:26]([N:28]1[CH2:36][C:35]2[C:30](=[CH:31][CH:32]=[CH:33][C:34]=2[O:37][CH2:38][CH2:39][O:40][CH2:41][CH2:42][O:43][CH3:44])[CH2:29]1)=[O:27]. The yield is 0.160. (8) The reactants are [CH:1]1([CH2:4][N:5]2[C:9]3[CH:10]=[CH:11][C:12]([NH:14][C:15](=O)OC)=[CH:13][C:8]=3[N:7]=[C:6]2[CH2:19][C:20]2[CH:25]=[CH:24][C:23]([O:26][CH2:27][CH3:28])=[CH:22][CH:21]=2)[CH2:3][CH2:2]1.[H-].[H-].[H-].[H-].[Li+].[Al+3]. The catalyst is C1COCC1. The product is [CH:1]1([CH2:4][N:5]2[C:9]3[CH:10]=[CH:11][C:12]([NH:14][CH3:15])=[CH:13][C:8]=3[N:7]=[C:6]2[CH2:19][C:20]2[CH:21]=[CH:22][C:23]([O:26][CH2:27][CH3:28])=[CH:24][CH:25]=2)[CH2:3][CH2:2]1. The yield is 0.930. (9) The reactants are [CH3:1][C:2]1[C:10]2[N:9]=[C:8]([CH2:11][CH2:12][CH3:13])[N:7]([CH2:14][C:15]3[CH:32]=[CH:31][C:18]4/[C:19](=[CH:28]\[C:29]#[N:30])/[C:20]5[CH:27]=[CH:26][CH:25]=[CH:24][C:21]=5[O:22][CH2:23][C:17]=4[CH:16]=3)[C:6]=2[CH:5]=[CH:4][CH:3]=1.N[OH:34].O. The catalyst is C(O)C. The product is [CH3:1][C:2]1[C:10]2[N:9]=[C:8]([CH2:11][CH2:12][CH3:13])[N:7]([CH2:14][C:15]3[CH:32]=[CH:31][C:18]4[C:19](=[CH:28]/[CH:29]=[N:30]/[OH:34])[C:20]5[CH:27]=[CH:26][CH:25]=[CH:24][C:21]=5[O:22][CH2:23][C:17]=4[CH:16]=3)[C:6]=2[CH:5]=[CH:4][CH:3]=1. The yield is 0.910. (10) The reactants are [H-].[Na+].[F:3][C:4]1[CH:5]=[N:6][CH:7]=[CH:8][C:9]=1[C:10]1[CH:11]=[C:12]2[NH:24][C:23](=[S:25])[NH:22][C:13]2=[N:14][C:15]=1[C:16]1[CH:17]=[N:18][CH:19]=[CH:20][CH:21]=1.I[CH3:27]. The catalyst is CN(C=O)C. The product is [F:3][C:4]1[CH:5]=[N:6][CH:7]=[CH:8][C:9]=1[C:10]1[CH:11]=[C:12]2[N:24]=[C:23]([S:25][CH3:27])[NH:22][C:13]2=[N:14][C:15]=1[C:16]1[CH:17]=[N:18][CH:19]=[CH:20][CH:21]=1. The yield is 0.540.